This data is from Catalyst prediction with 721,799 reactions and 888 catalyst types from USPTO. The task is: Predict which catalyst facilitates the given reaction. (1) Reactant: [F:1][C:2]([C:5]1[CH:10]=[CH:9][C:8]([CH3:11])=[CH:7][CH:6]=1)([CH3:4])[CH3:3].[Br:12]N1C(=O)CCC1=O. Product: [Br:12][CH2:11][C:8]1[CH:7]=[CH:6][C:5]([C:2]([F:1])([CH3:4])[CH3:3])=[CH:10][CH:9]=1. The catalyst class is: 340. (2) Product: [CH2:1]([O:3][C:4]([C:6]1[S:10][C:9]([N:11]2[C:15]3[CH:16]=[C:17]([CH2:20][CH2:21][CH2:22][CH2:23][OH:24])[CH:18]=[CH:19][C:14]=3[N:13]=[CH:12]2)=[N:8][C:7]=1[C:32]1[CH:37]=[CH:36][CH:35]=[C:34]([Cl:38])[CH:33]=1)=[O:5])[CH3:2]. The catalyst class is: 10. Reactant: [CH2:1]([O:3][C:4]([C:6]1[S:10][C:9]([N:11]2[C:15]3[CH:16]=[C:17]([CH2:20][CH2:21][CH2:22][CH2:23][O:24]CC4C=CC=CC=4)[CH:18]=[CH:19][C:14]=3[N:13]=[CH:12]2)=[N:8][C:7]=1[C:32]1[CH:37]=[CH:36][CH:35]=[C:34]([Cl:38])[CH:33]=1)=[O:5])[CH3:2]. (3) Reactant: [OH:1][CH2:2][CH2:3][N:4]1[CH2:8][CH2:7][N:6]([C:9]2[C:13]([NH:14][C:15]([C:17]3[N:18]=[C:19]([C:22]4[CH:27]=[CH:26][N:25]=[C:24]([N:28]([CH2:36][C:37]([F:40])([F:39])[F:38])C(=O)OC(C)(C)C)[CH:23]=4)[O:20][CH:21]=3)=[O:16])=[CH:12][N:11]([CH3:41])[N:10]=2)[C:5]1=[O:42].Cl. Product: [OH:1][CH2:2][CH2:3][N:4]1[CH2:8][CH2:7][N:6]([C:9]2[C:13]([NH:14][C:15]([C:17]3[N:18]=[C:19]([C:22]4[CH:27]=[CH:26][N:25]=[C:24]([NH:28][CH2:36][C:37]([F:38])([F:40])[F:39])[CH:23]=4)[O:20][CH:21]=3)=[O:16])=[CH:12][N:11]([CH3:41])[N:10]=2)[C:5]1=[O:42]. The catalyst class is: 370. (4) Reactant: Cl[C:2]1[N:3]=[N:4][C:5]([N:8]2[CH2:13][CH2:12][N:11]([CH2:14][C:15]([N:17]3[CH2:22][CH2:21][N:20]([CH:23]4[CH2:26][CH2:25][CH2:24]4)[CH2:19][CH2:18]3)=[O:16])[CH2:10][CH2:9]2)=[CH:6][CH:7]=1.C([Sn](CCCC)(CCCC)[C:32]([O:34]CC)=[CH2:33])CCC. The catalyst class is: 109. Product: [CH:23]1([N:20]2[CH2:21][CH2:22][N:17]([C:15](=[O:16])[CH2:14][N:11]3[CH2:12][CH2:13][N:8]([C:5]4[N:4]=[N:3][C:2]([C:32](=[O:34])[CH3:33])=[CH:7][CH:6]=4)[CH2:9][CH2:10]3)[CH2:18][CH2:19]2)[CH2:26][CH2:25][CH2:24]1. (5) Reactant: [Cl:1][C:2]1[C:7]2=[N:8][CH:9]=[C:10]([OH:12])[N:11]=[C:6]2[CH:5]=[CH:4][N:3]=1.[CH3:13][C:14]1[O:18][C:17]([CH2:19]O)=[N:16][CH:15]=1.C1(P(C2C=CC=CC=2)C2C=CC=CC=2)C=CC=CC=1.N(C(OC(C)C)=O)=NC(OC(C)C)=O. Product: [Cl:1][C:2]1[C:7]2=[N:8][CH:9]=[C:10]([O:12][CH2:19][C:17]3[O:18][C:14]([CH3:13])=[CH:15][N:16]=3)[N:11]=[C:6]2[CH:5]=[CH:4][N:3]=1. The catalyst class is: 7. (6) Product: [CH2:50]([O:49][C:47]([N:37]1[CH:36]=[CH:35][N:34]=[C:33]1[CH2:32][N:24]([CH2:23][C:20]1[CH:21]=[CH:22][C:17]([C:16](=[O:38])[NH:15][C:12]2[CH:11]=[CH:10][C:9]([CH2:8][N:4]([CH2:5][CH2:6][CH3:7])[CH2:1][CH2:2][CH3:3])=[CH:14][CH:13]=2)=[CH:18][CH:19]=1)[CH2:25][C:26]1[N:27]([CH3:31])[CH:28]=[CH:29][N:30]=1)=[O:48])[CH3:39]. The catalyst class is: 22. Reactant: [CH2:1]([N:4]([CH2:8][C:9]1[CH:14]=[CH:13][C:12]([NH:15][C:16](=[O:38])[C:17]2[CH:22]=[CH:21][C:20]([CH2:23][N:24]([CH2:32][C:33]3[NH:34][CH:35]=[CH:36][N:37]=3)[CH2:25][C:26]3[N:27]([CH3:31])[CH:28]=[CH:29][N:30]=3)=[CH:19][CH:18]=2)=[CH:11][CH:10]=1)[CH2:5][CH2:6][CH3:7])[CH2:2][CH3:3].[CH2:39](N(CC)CC)C.Cl[C:47]([O:49][CH3:50])=[O:48]. (7) Reactant: [CH3:1][C:2]12[O:7][CH:6]1[CH2:5][N:4]([C:8]([O:10][CH2:11][C:12]1[CH:17]=[CH:16][CH:15]=[CH:14][CH:13]=1)=[O:9])[CH2:3]2.C(=O)=O.CO. Product: [CH3:1][C@:2]12[O:7][C@H:6]1[CH2:5][N:4]([C:8]([O:10][CH2:11][C:12]1[CH:17]=[CH:16][CH:15]=[CH:14][CH:13]=1)=[O:9])[CH2:3]2. The catalyst class is: 5.